This data is from Full USPTO retrosynthesis dataset with 1.9M reactions from patents (1976-2016). The task is: Predict the reactants needed to synthesize the given product. The reactants are: Cl[C:2]1[N:3]=[C:4]2[C:10]([C:11]3[CH:16]=[CH:15][CH:14]=[CH:13][CH:12]=3)=[C:9]([C:17]3[CH:22]=[CH:21][C:20]([C:23]4([NH:27][C:28](=[O:34])[O:29][C:30]([CH3:33])([CH3:32])[CH3:31])[CH2:26][CH2:25][CH2:24]4)=[CH:19][CH:18]=3)[O:8][C:5]2=[N:6][CH:7]=1.[CH3:35][C:36]1[C:40](B2OC(C)(C)C(C)(C)O2)=[C:39]([CH3:50])[NH:38][N:37]=1.P([O-])([O-])([O-])=O.[K+].[K+].[K+].O. Given the product [CH3:35][C:36]1[C:40]([C:2]2[N:3]=[C:4]3[C:10]([C:11]4[CH:16]=[CH:15][CH:14]=[CH:13][CH:12]=4)=[C:9]([C:17]4[CH:22]=[CH:21][C:20]([C:23]5([NH:27][C:28](=[O:34])[O:29][C:30]([CH3:33])([CH3:31])[CH3:32])[CH2:26][CH2:25][CH2:24]5)=[CH:19][CH:18]=4)[O:8][C:5]3=[N:6][CH:7]=2)=[C:39]([CH3:50])[NH:38][N:37]=1, predict the reactants needed to synthesize it.